Task: Predict the reaction yield, written as a fraction of the theoretical maximum amount of product (1.0 means a 100% yield; for example, 0.34 means a 34% yield).. Dataset: Reaction yield outcomes from USPTO patents with 853,638 reactions (1) The reactants are [CH:1]1([N:6]2[C:10]3[N:11]=[C:12]([NH:15][C:16]4[CH:21]=[CH:20][C:19]([N:22]5[C:29](=[O:30])[CH2:28][C@H:27]6[NH:31][C@H:24]([CH2:25][CH2:26]6)[CH2:23]5)=[CH:18][N:17]=4)[N:13]=[CH:14][C:9]=3[CH:8]=[C:7]2[C:32]([N:34]([CH3:36])[CH3:35])=[O:33])[CH2:5][CH2:4][CH2:3][CH2:2]1.[CH2:37]=O. No catalyst specified. The product is [CH:1]1([N:6]2[C:10]3[N:11]=[C:12]([NH:15][C:16]4[CH:21]=[CH:20][C:19]([N:22]5[C:29](=[O:30])[CH2:28][C@H:27]6[N:31]([CH3:37])[C@H:24]([CH2:25][CH2:26]6)[CH2:23]5)=[CH:18][N:17]=4)[N:13]=[CH:14][C:9]=3[CH:8]=[C:7]2[C:32]([N:34]([CH3:36])[CH3:35])=[O:33])[CH2:2][CH2:3][CH2:4][CH2:5]1. The yield is 0.970. (2) The reactants are [Cl:1][C:2]1[N:3]=[C:4]2[C:10](I)=[C:9]([C:12]3[CH:17]=[CH:16][C:15]([C:18]4([NH:22]C(=O)OC(C)(C)C)[CH2:21][CH2:20][CH2:19]4)=[CH:14][CH:13]=3)[O:8][C:5]2=[N:6][CH:7]=1.[C:30]1(B(O)O)[CH:35]=[CH:34][CH:33]=[CH:32][CH:31]=1.P([O-])([O-])([O-])=O.[K+].[K+].[K+].O. The catalyst is CN(C=O)C.C1C=CC([P]([Pd]([P](C2C=CC=CC=2)(C2C=CC=CC=2)C2C=CC=CC=2)([P](C2C=CC=CC=2)(C2C=CC=CC=2)C2C=CC=CC=2)[P](C2C=CC=CC=2)(C2C=CC=CC=2)C2C=CC=CC=2)(C2C=CC=CC=2)C2C=CC=CC=2)=CC=1. The product is [Cl:1][C:2]1[N:3]=[C:4]2[C:10]([C:30]3[CH:35]=[CH:34][CH:33]=[CH:32][CH:31]=3)=[C:9]([C:12]3[CH:17]=[CH:16][C:15]([C:18]4([NH2:22])[CH2:19][CH2:20][CH2:21]4)=[CH:14][CH:13]=3)[O:8][C:5]2=[N:6][CH:7]=1. The yield is 0.530.